From a dataset of Experimentally validated miRNA-target interactions with 360,000+ pairs, plus equal number of negative samples. Binary Classification. Given a miRNA mature sequence and a target amino acid sequence, predict their likelihood of interaction. (1) The miRNA is hsa-miR-202-5p with sequence UUCCUAUGCAUAUACUUCUUUG. Result: 1 (interaction). The protein sequence of the target gene is MDLSAAAALCLWLLSACRPRDGLEAAAVLRAAGAGPVRSPGGGGGGGGGGRTLAQAAGAAAVPAAAVPRARAARRAAGSGFRNGSVVPHHFMMSLYRSLAGRAPAGAAAVSASGHGRADTITGFTDQATQDESAAETGQSFLFDVSSLNDADEVVGAELRVLRRGSPESGPGSWTSPPLLLLSTCPGAARAPRLLYSRAAEPLVGQRWEAFDVADAMRRHRREPRPPRAFCLLLRAVAGPVPSPLALRRLGFGWPGGGGSAAEERAVLVVSSRTQRKESLFREIRAQARALGAALASEPL.... (2) The miRNA is rno-miR-351-3p with sequence GGUCAAGAGGCGCCUGGGAAC. The protein sequence of the target gene is MAPARRPAGARLLLVYAGLLAAAAAGLGSPEPGAPSRSRARREPPPGNELPRGPGESRAGPAARPPEPTAERAHSVDPRDAWMLFVRQSDKGVNGKKRSRGKAKKLKFGLPGPPGPPGPQGPPGPIIPPEALLKEFQLLLKGAVRQRERAEPEPCTCGPAGPVAASLAPVSATAGEDDDDVVGDVLALLAAPLAPGPRAPRVEAAFLCRLRRDALVERRALHELGVYYLPDAEGAFRRGPGLNLTSGQYRAPVAGFYALAATLHVALGEPPRRGPPRPRDHLRLLICIQSRCQRNASLEA.... Result: 0 (no interaction). (3) The miRNA is hsa-miR-650 with sequence AGGAGGCAGCGCUCUCAGGAC. The protein sequence of the target gene is MPALGPALLQALWAGWVLTLQPLPPTAFTPNGTYLQHLARDPTSGTLYLGATNFLFQLSPGLQLEATVSTGPVLDSRDCLPPVMPDECPQAQPTNNPNQLLLVSPGALVVCGSVHQGVCEQRRLGQLEQLLLRPERPGDTQYVAANDPAVSTVGLVAQGLAGEPLLFVGRGYTSRGVGGGIPPITTRALWPPDPQAAFSYEETAKLAVGRLSEYSHHFVSAFARGASAYFLFLRRDLQAQSRAFRAYVSRVCLRDQHYYSYVELPLACEGGRYGLIQAAAVATSREVAHGEVLFAAFSSA.... Result: 1 (interaction). (4) The miRNA is mmu-miR-3965 with sequence UGCUUAUCAGCCUGAUGUU. The protein sequence of the target gene is MCSPQESGMTALSARMLTRSRSLGPGAGPRGCREEPGPLRRREAAAEARKSHSPVKRPRKAQRLRVAYEGSDSEKGEGAEPLKVPVWEPQDWQQQLVNIRAMRNKKDAPVDHLGTEHCYDSSAPPKVRRYQVLLSLMLSSQTKDQVTAGAMQRLRARGLTVDSILQTDDATLGKLIYPVGFWRSKVKYIKQTSAILQQHYGGDIPASVAELVALPGVGPKMAHLAMAVAWGTVSGIAVDTHVHRIANRLRWTKKATKSPEETRAALEEWLPRELWHEINGLLVGFGQQTCLPVHPRCHAC.... Result: 0 (no interaction). (5) The miRNA is hsa-miR-92a-3p with sequence UAUUGCACUUGUCCCGGCCUGU. The protein sequence of the target gene is MAAAAAVGNAVPCGARPCGVRPDGQPKPGPQPRALLAAGPALIANGDELVAAVWPYRRLALLRRLTVLPFAGLLYPAWLGAAAAGCWGWGSSWVQIPEAALLVLATICLAHALTVLSGHWSVHAHCALTCTPEYDPSKATFVKVVPTPNNGSTELVALHRNEGEDGLEVLSFEFQKIKYSYDALEKKQFLPVAFPVGNAFSYYQSNRGFQEDSEIRAAEKKFGSNKAEMVVPDFSELFKERATAPFFVFQVFCVGLWCLDEYWYYSVFTLSMLVAFEASLVQQQMRNMSEIRKMGNKPHM.... Result: 1 (interaction).